From a dataset of Full USPTO retrosynthesis dataset with 1.9M reactions from patents (1976-2016). Predict the reactants needed to synthesize the given product. (1) The reactants are: [OH:1][C:2]1([C:9]2[S:10][CH:11]=[CH:12][N:13]=2)[CH2:7][CH2:6][C:5](=O)[CH2:4][CH2:3]1.[O:14]=[C:15]([NH:30][CH2:31][C:32](=O)[NH:33][C@@H:34]1[CH2:38]CNC1)[CH2:16][NH:17][C:18](=[O:29])[C:19]1[CH:24]=[CH:23][CH:22]=[C:21]([C:25]([F:28])([F:27])[F:26])[CH:20]=1.C(Cl)Cl.[BH-](OC(C)=O)(OC(C)=O)OC(C)=O.[Na+]. Given the product [OH:1][C:2]1([C:9]2[S:10][CH:11]=[CH:12][N:13]=2)[CH2:7][CH2:6][CH:5]([N:33]2[CH2:34][CH2:38][C@@H:31]([NH:30][C:15](=[O:14])[CH2:16][NH:17][C:18](=[O:29])[C:19]3[CH:24]=[CH:23][CH:22]=[C:21]([C:25]([F:28])([F:27])[F:26])[CH:20]=3)[CH2:32]2)[CH2:4][CH2:3]1, predict the reactants needed to synthesize it. (2) Given the product [CH3:1][O:2][C:3]([C:4]1[CH:9]=[CH:8][C:7]2[N:10]([CH3:25])[C:11]([NH:14][C:15]3[S:16][C:17]4[CH:23]=[C:22]([CH3:24])[CH:21]=[CH:20][C:18]=4[N:19]=3)=[N:12][C:6]=2[CH:5]=1)=[O:13], predict the reactants needed to synthesize it. The reactants are: [CH3:1][O:2][C:3](=[O:13])[C:4]1[CH:9]=[CH:8][C:7]([NH:10][CH3:11])=[C:6]([NH2:12])[CH:5]=1.[NH2:14][C:15]1[S:16][C:17]2[CH:23]=[C:22]([CH3:24])[CH:21]=[CH:20][C:18]=2[N:19]=1.[C:25](N1C=CN=C1)(N1C=CN=C1)=S. (3) The reactants are: [C:1]1([CH3:18])[CH:6]=[CH:5][CH:4]=[CH:3][C:2]=1[C:7]1[CH:12]=[CH:11][N:10]=[CH:9][C:8]=1[NH:13][CH2:14][CH2:15][C:16]#[N:17].[F:19][C:20]([F:35])([F:34])[C:21]1[CH:22]=[C:23]([CH:27]=[C:28]([C:30]([F:33])([F:32])[F:31])[CH:29]=1)[C:24](O)=[O:25]. Given the product [C:16]([CH2:15][CH2:14][N:13]([C:8]1[CH:9]=[N:10][CH:11]=[CH:12][C:7]=1[C:2]1[CH:3]=[CH:4][CH:5]=[CH:6][C:1]=1[CH3:18])[C:24](=[O:25])[C:23]1[CH:27]=[C:28]([C:30]([F:31])([F:32])[F:33])[CH:29]=[C:21]([C:20]([F:19])([F:34])[F:35])[CH:22]=1)#[N:17], predict the reactants needed to synthesize it. (4) Given the product [Cl:11][C:5]1[CH:6]=[C:7]([C:8]([OH:10])=[O:9])[C:2](=[O:13])[NH:3][N:4]=1, predict the reactants needed to synthesize it. The reactants are: Cl[C:2]1[N:3]=[N:4][C:5]([Cl:11])=[CH:6][C:7]=1[C:8]([OH:10])=[O:9].Cl.[O:13]1CCOCC1.